Predict the reaction yield, written as a fraction of the theoretical maximum amount of product (1.0 means a 100% yield; for example, 0.34 means a 34% yield). From a dataset of Reaction yield outcomes from USPTO patents with 853,638 reactions. (1) The reactants are [CH3:1][O:2][C:3]1[CH:8]=[CH:7][C:6]([C:9]([NH:24][C:25]2[O:26][C:27]([CH3:43])([CH3:42])[C:28]([F:41])([F:40])[C@:29]([C:32]3[CH:37]=[C:36](Br)[CH:35]=[CH:34][C:33]=3[F:39])([CH3:31])[N:30]=2)([C:16]2[CH:21]=[CH:20][C:19]([O:22][CH3:23])=[CH:18][CH:17]=2)[C:10]2[CH:15]=[CH:14][CH:13]=[CH:12][CH:11]=2)=[CH:5][CH:4]=1.[C:44]1([CH:50]2[CH2:54][CH2:53][CH:52]([NH2:55])[CH2:51]2)[CH:49]=[CH:48][CH:47]=[CH:46][CH:45]=1. No catalyst specified. The product is [CH3:1][O:2][C:3]1[CH:8]=[CH:7][C:6]([C:9]([NH:24][C:25]2[O:26][C:27]([CH3:43])([CH3:42])[C:28]([F:41])([F:40])[C@:29]([C:32]3[CH:37]=[C:36]([NH:55][CH:52]4[CH2:53][CH2:54][CH:50]([C:44]5[CH:49]=[CH:48][CH:47]=[CH:46][CH:45]=5)[CH2:51]4)[CH:35]=[CH:34][C:33]=3[F:39])([CH3:31])[N:30]=2)([C:16]2[CH:21]=[CH:20][C:19]([O:22][CH3:23])=[CH:18][CH:17]=2)[C:10]2[CH:15]=[CH:14][CH:13]=[CH:12][CH:11]=2)=[CH:5][CH:4]=1. The yield is 0.270. (2) The reactants are [C:1]([N:20]1[CH:24]=[C:23]([CH2:25][OH:26])[CH:22]=[N:21]1)([C:14]1[CH:19]=[CH:18][CH:17]=[CH:16][CH:15]=1)([C:8]1[CH:13]=[CH:12][CH:11]=[CH:10][CH:9]=1)[C:2]1[CH:7]=[CH:6][CH:5]=[CH:4][CH:3]=1.[H-].[Na+].I[CH3:30]. The catalyst is O1CCCC1. The product is [C:1]([N:20]1[CH:24]=[C:23]([CH2:25][O:26][CH3:30])[CH:22]=[N:21]1)([C:8]1[CH:9]=[CH:10][CH:11]=[CH:12][CH:13]=1)([C:2]1[CH:7]=[CH:6][CH:5]=[CH:4][CH:3]=1)[C:14]1[CH:15]=[CH:16][CH:17]=[CH:18][CH:19]=1. The yield is 0.930.